From a dataset of Full USPTO retrosynthesis dataset with 1.9M reactions from patents (1976-2016). Predict the reactants needed to synthesize the given product. (1) The reactants are: [Cl:1][C:2]1[CH:18]=[N:17][CH:16]=[C:15](Cl)[C:3]=1[C:4]([NH:6][C:7](=[NH:14])[C:8]1[CH:13]=[CH:12][N:11]=[CH:10][CH:9]=1)=[O:5].C(=O)([O-])[O-].[Cs+].[Cs+].C(NCCNCC1C=CC=CC=1)C1C=CC=CC=1.C(O)(=O)C. Given the product [Cl:1][C:2]1[C:3]2[C:4](=[O:5])[NH:6][C:7]([C:8]3[CH:13]=[CH:12][N:11]=[CH:10][CH:9]=3)=[N:14][C:15]=2[CH:16]=[N:17][CH:18]=1, predict the reactants needed to synthesize it. (2) Given the product [Cl:1][C:2]1[CH:10]=[C:9]2[C:5]([C:6]([C:20]#[N:21])=[C:7]([C:12]3[CH:17]=[C:16]([CH2:18][NH:27][S:24]([CH2:22][CH3:23])(=[O:26])=[O:25])[CH:15]=[N:14][CH:13]=3)[N:8]2[CH3:11])=[CH:4][CH:3]=1, predict the reactants needed to synthesize it. The reactants are: [Cl:1][C:2]1[CH:10]=[C:9]2[C:5]([C:6]([C:20]#[N:21])=[C:7]([C:12]3[CH:13]=[N:14][CH:15]=[C:16]([CH:18]=O)[CH:17]=3)[N:8]2[CH3:11])=[CH:4][CH:3]=1.[CH2:22]([S:24]([NH2:27])(=[O:26])=[O:25])[CH3:23].C1(C)C=CC=CC=1.[BH4-].[Na+].